This data is from Full USPTO retrosynthesis dataset with 1.9M reactions from patents (1976-2016). The task is: Predict the reactants needed to synthesize the given product. (1) Given the product [SH:16][C:13]1[CH:12]=[CH:11][C:10]([NH:9][C:1](=[O:8])[C:2]2[CH:7]=[CH:6][CH:5]=[CH:4][CH:3]=2)=[CH:15][CH:14]=1, predict the reactants needed to synthesize it. The reactants are: [C:1]([NH:9][C:10]1[CH:15]=[CH:14][C:13]([S:16][S:16][C:13]2[CH:12]=[CH:11][C:10]([NH:9][C:1](=[O:8])[C:2]3[CH:7]=[CH:6][CH:5]=[CH:4][CH:3]=3)=[CH:15][CH:14]=2)=[CH:12][CH:11]=1)(=[O:8])[C:2]1[CH:7]=[CH:6][CH:5]=[CH:4][CH:3]=1. (2) Given the product [NH2:1][C:2]1[C:3]([C:8]2[N:11]([C:12]3[CH:17]=[CH:16][CH:15]=[C:14]([F:18])[C:13]=3[F:19])[C:25]([OH:26])=[N:10][N:9]=2)=[N:4][CH:5]=[CH:6][N:7]=1, predict the reactants needed to synthesize it. The reactants are: [NH2:1][C:2]1[C:3]([C:8]([NH:11][C:12]2[CH:17]=[CH:16][CH:15]=[C:14]([F:18])[C:13]=2[F:19])=[N:9][NH2:10])=[N:4][CH:5]=[CH:6][N:7]=1.C1N=CN([C:25](N2C=NC=C2)=[O:26])C=1. (3) Given the product [Cl:33][C:30]1[CH:31]=[C:32]2[C:27](=[C:28]([Cl:34])[CH:29]=1)[CH2:26][N:25]([CH3:35])[CH2:24][CH:23]2[C:19]1[CH:18]=[C:17]([S:14]([NH:13][CH2:12][CH2:11][O:10][CH2:9][CH2:8][O:7][CH2:6][CH2:5][O:4][CH2:3][CH2:2][NH:1][S:55]([C:45]2[CH:50]=[CH:49][CH:48]=[C:47]([S:51]([NH:1][CH2:2][CH2:3][O:4][CH2:5][CH2:6][O:7][CH2:8][CH2:9][O:10][CH2:11][CH2:12][NH:13][S:14]([C:17]3[CH:22]=[CH:21][CH:20]=[C:19]([CH:44]4[C:32]5[C:41](=[C:28]([Cl:34])[CH:29]=[C:30]([Cl:33])[CH:31]=5)[CH2:39][N:38]([CH3:37])[CH2:42]4)[CH:18]=3)(=[O:16])=[O:15])(=[O:53])=[O:52])[CH:46]=2)(=[O:57])=[O:56])(=[O:16])=[O:15])[CH:22]=[CH:21][CH:20]=1, predict the reactants needed to synthesize it. The reactants are: [NH2:1][CH2:2][CH2:3][O:4][CH2:5][CH2:6][O:7][CH2:8][CH2:9][O:10][CH2:11][CH2:12][NH:13][S:14]([C:17]1[CH:22]=[CH:21][CH:20]=[C:19]([CH:23]2[C:32]3[C:27](=[C:28]([Cl:34])[CH:29]=[C:30]([Cl:33])[CH:31]=3)[CH2:26][N:25]([CH3:35])[CH2:24]2)[CH:18]=1)(=[O:16])=[O:15].C[CH2:37][N:38]([CH:42]([CH3:44])C)[CH:39]([CH3:41])C.[C:45]1([S:55](Cl)(=[O:57])=[O:56])[CH:50]=[CH:49][CH:48]=[C:47]([S:51](Cl)(=[O:53])=[O:52])[CH:46]=1. (4) Given the product [CH2:1]([O:3][C:4]([N:6]1[CH2:14][CH2:13][CH:12]2[CH:8]([CH2:9][C:10]3[CH:17]=[C:16]([Br:29])[S:15][C:11]=32)[CH2:7]1)=[O:5])[CH3:2], predict the reactants needed to synthesize it. The reactants are: [CH2:1]([O:3][C:4]([N:6]1[CH2:14][CH2:13][CH:12]2[CH:8]([CH2:9][C:10]3[CH:17]=[CH:16][S:15][C:11]=32)[CH2:7]1)=[O:5])[CH3:2].C(Cl)(Cl)Cl.C1C(=O)N([Br:29])C(=O)C1.